From a dataset of Peptide-MHC class I binding affinity with 185,985 pairs from IEDB/IMGT. Regression. Given a peptide amino acid sequence and an MHC pseudo amino acid sequence, predict their binding affinity value. This is MHC class I binding data. (1) The peptide sequence is RQIQVEGLK. The MHC is HLA-A30:01 with pseudo-sequence HLA-A30:01. The binding affinity (normalized) is 0.145. (2) The peptide sequence is RRKTNLYGF. The MHC is HLA-A30:01 with pseudo-sequence HLA-A30:01. The binding affinity (normalized) is 0.0847.